Dataset: NCI-60 drug combinations with 297,098 pairs across 59 cell lines. Task: Regression. Given two drug SMILES strings and cell line genomic features, predict the synergy score measuring deviation from expected non-interaction effect. (1) Drug 1: CC1C(C(CC(O1)OC2CC(CC3=C2C(=C4C(=C3O)C(=O)C5=C(C4=O)C(=CC=C5)OC)O)(C(=O)CO)O)N)O.Cl. Drug 2: CN(C)N=NC1=C(NC=N1)C(=O)N. Cell line: KM12. Synergy scores: CSS=16.4, Synergy_ZIP=-4.34, Synergy_Bliss=5.01, Synergy_Loewe=5.77, Synergy_HSA=6.40. (2) Drug 1: CC(C1=C(C=CC(=C1Cl)F)Cl)OC2=C(N=CC(=C2)C3=CN(N=C3)C4CCNCC4)N. Drug 2: CCCCCOC(=O)NC1=NC(=O)N(C=C1F)C2C(C(C(O2)C)O)O. Cell line: OVCAR3. Synergy scores: CSS=-2.92, Synergy_ZIP=1.75, Synergy_Bliss=1.57, Synergy_Loewe=-1.58, Synergy_HSA=-1.84. (3) Drug 1: CC1=C(C=C(C=C1)NC(=O)C2=CC=C(C=C2)CN3CCN(CC3)C)NC4=NC=CC(=N4)C5=CN=CC=C5. Drug 2: CCC1(CC2CC(C3=C(CCN(C2)C1)C4=CC=CC=C4N3)(C5=C(C=C6C(=C5)C78CCN9C7C(C=CC9)(C(C(C8N6C)(C(=O)OC)O)OC(=O)C)CC)OC)C(=O)OC)O.OS(=O)(=O)O. Cell line: NCI-H522. Synergy scores: CSS=9.57, Synergy_ZIP=2.57, Synergy_Bliss=5.78, Synergy_Loewe=-5.59, Synergy_HSA=0.735. (4) Drug 1: CC1=C(C=C(C=C1)NC(=O)C2=CC=C(C=C2)CN3CCN(CC3)C)NC4=NC=CC(=N4)C5=CN=CC=C5. Cell line: COLO 205. Synergy scores: CSS=47.2, Synergy_ZIP=1.47, Synergy_Bliss=4.22, Synergy_Loewe=-11.5, Synergy_HSA=2.25. Drug 2: CCN(CC)CCCC(C)NC1=C2C=C(C=CC2=NC3=C1C=CC(=C3)Cl)OC. (5) Drug 1: C1CC(C1)(C(=O)O)C(=O)O.[NH2-].[NH2-].[Pt+2]. Drug 2: CCC1(CC2CC(C3=C(CCN(C2)C1)C4=CC=CC=C4N3)(C5=C(C=C6C(=C5)C78CCN9C7C(C=CC9)(C(C(C8N6C)(C(=O)OC)O)OC(=O)C)CC)OC)C(=O)OC)O.OS(=O)(=O)O. Cell line: NCI-H322M. Synergy scores: CSS=-2.32, Synergy_ZIP=2.36, Synergy_Bliss=-0.292, Synergy_Loewe=-5.58, Synergy_HSA=-5.37. (6) Drug 1: C1=C(C(=O)NC(=O)N1)F. Drug 2: CCC1=C2CN3C(=CC4=C(C3=O)COC(=O)C4(CC)O)C2=NC5=C1C=C(C=C5)O. Cell line: 786-0. Synergy scores: CSS=49.7, Synergy_ZIP=-7.32, Synergy_Bliss=-9.84, Synergy_Loewe=-11.9, Synergy_HSA=-4.74. (7) Cell line: DU-145. Synergy scores: CSS=74.4, Synergy_ZIP=0.662, Synergy_Bliss=0.749, Synergy_Loewe=3.21, Synergy_HSA=5.86. Drug 1: C1=CN(C(=O)N=C1N)C2C(C(C(O2)CO)O)O.Cl. Drug 2: CCC1(C2=C(COC1=O)C(=O)N3CC4=CC5=C(C=CC(=C5CN(C)C)O)N=C4C3=C2)O.Cl. (8) Drug 1: C1CCC(CC1)NC(=O)N(CCCl)N=O. Drug 2: CC1C(C(CC(O1)OC2CC(CC3=C2C(=C4C(=C3O)C(=O)C5=CC=CC=C5C4=O)O)(C(=O)C)O)N)O. Cell line: OVCAR-4. Synergy scores: CSS=15.3, Synergy_ZIP=-7.73, Synergy_Bliss=-6.13, Synergy_Loewe=-35.6, Synergy_HSA=-5.01. (9) Drug 1: C1CCC(C1)C(CC#N)N2C=C(C=N2)C3=C4C=CNC4=NC=N3. Drug 2: C1=NC(=NC(=O)N1C2C(C(C(O2)CO)O)O)N. Cell line: SF-295. Synergy scores: CSS=5.45, Synergy_ZIP=-1.95, Synergy_Bliss=-3.38, Synergy_Loewe=-2.87, Synergy_HSA=-2.59.